This data is from NCI-60 drug combinations with 297,098 pairs across 59 cell lines. The task is: Regression. Given two drug SMILES strings and cell line genomic features, predict the synergy score measuring deviation from expected non-interaction effect. Drug 1: CC1=C(N=C(N=C1N)C(CC(=O)N)NCC(C(=O)N)N)C(=O)NC(C(C2=CN=CN2)OC3C(C(C(C(O3)CO)O)O)OC4C(C(C(C(O4)CO)O)OC(=O)N)O)C(=O)NC(C)C(C(C)C(=O)NC(C(C)O)C(=O)NCCC5=NC(=CS5)C6=NC(=CS6)C(=O)NCCC[S+](C)C)O. Drug 2: C1CN(P(=O)(OC1)NCCCl)CCCl. Cell line: KM12. Synergy scores: CSS=25.5, Synergy_ZIP=-8.87, Synergy_Bliss=-0.275, Synergy_Loewe=-41.9, Synergy_HSA=-0.344.